The task is: Predict the reactants needed to synthesize the given product.. This data is from Full USPTO retrosynthesis dataset with 1.9M reactions from patents (1976-2016). (1) Given the product [CH3:19][O:5][C:4](=[O:6])[C:3]1[CH:7]=[C:8]([I:14])[CH:9]=[C:10]([N+:11]([O-:13])=[O:12])[C:2]=1[F:1], predict the reactants needed to synthesize it. The reactants are: [F:1][C:2]1[C:10]([N+:11]([O-:13])=[O:12])=[CH:9][C:8]([I:14])=[CH:7][C:3]=1[C:4]([OH:6])=[O:5].O=S(Cl)Cl.[CH3:19]O. (2) Given the product [CH2:1]([O:4][C:5]([NH:7][C:8]([C:11]1[CH:16]=[CH:15][C:14]([C:17]2[C:22]([Cl:23])=[CH:21][N:20]=[C:19]([NH:24][C:25]3[CH:26]=[CH:27][C:28]([CH2:31][CH2:32][N:45]4[CH:49]=[CH:48][N:47]=[CH:46]4)=[CH:29][CH:30]=3)[N:18]=2)=[CH:13][C:12]=1[F:44])([CH3:10])[CH3:9])=[O:6])[CH:2]=[CH2:3], predict the reactants needed to synthesize it. The reactants are: [CH2:1]([O:4][C:5]([NH:7][C:8]([C:11]1[CH:16]=[CH:15][C:14]([C:17]2[C:22]([Cl:23])=[CH:21][N:20]=[C:19]([NH:24][C:25]3[CH:30]=[CH:29][C:28]([CH2:31][CH2:32]OS(C4C=CC(C)=CC=4)(=O)=O)=[CH:27][CH:26]=3)[N:18]=2)=[CH:13][C:12]=1[F:44])([CH3:10])[CH3:9])=[O:6])[CH:2]=[CH2:3].[NH:45]1[CH:49]=[CH:48][N:47]=[CH:46]1. (3) Given the product [CH2:1]([O:3][C:4]([C:6]1[N:11]=[C:10]([C:28]2[CH:29]=[CH:30][C:25]([C:23]#[N:24])=[CH:26][CH:27]=2)[C:9]2[N:13]=[C:14]([C:16]3[CH:21]=[CH:20][CH:19]=[CH:18][CH:17]=3)[S:15][C:8]=2[C:7]=1[OH:22])=[O:5])[CH3:2], predict the reactants needed to synthesize it. The reactants are: [CH2:1]([O:3][C:4]([C:6]1[N:11]=[C:10](Br)[C:9]2[N:13]=[C:14]([C:16]3[CH:21]=[CH:20][CH:19]=[CH:18][CH:17]=3)[S:15][C:8]=2[C:7]=1[OH:22])=[O:5])[CH3:2].[C:23]([C:25]1[CH:30]=[CH:29][C:28](B(O)O)=[CH:27][CH:26]=1)#[N:24].C(=O)([O-])[O-].[Cs+].[Cs+]. (4) Given the product [CH:1]1([CH2:7][NH:8][C:9]([C:16]2[CH:15]=[C:14]([C:18](=[O:24])[CH2:19][CH2:20][C:21]([OH:23])=[O:22])[CH:13]=[CH:12][CH:17]=2)=[O:10])[CH2:6][CH2:5][CH2:4][CH2:3][CH2:2]1, predict the reactants needed to synthesize it. The reactants are: [CH:1]1([CH2:7][N:8]=[C:9]=[O:10])[CH2:6][CH2:5][CH2:4][CH2:3][CH2:2]1.O[C:12]1[CH:13]=[C:14]([C:18](=[O:24])[CH2:19][CH2:20][C:21]([OH:23])=[O:22])[CH:15]=[CH:16][CH:17]=1. (5) Given the product [C@@H:11]1([NH:12][C:24](=[O:25])[C:23]([F:34])([F:22])[F:33])[CH2:10][CH2:9][CH:8]=[CH:7][CH2:6][CH2:5][C@@H:4]1[NH:1][C:24](=[O:21])[C:23]([F:34])([F:33])[F:22], predict the reactants needed to synthesize it. The reactants are: [N:1]([C@H:4]1[C@@H:11]([N:12]=[N+]=[N-])[CH2:10][CH2:9][CH:8]=[CH:7][CH2:6][CH2:5]1)=[N+]=[N-].[H-].[Al+3].[Li+].[H-].[H-].[H-].[OH2:21].[F:22][C:23]([F:34])([F:33])[C:24](O[C:24](=[O:25])[C:23]([F:34])([F:33])[F:22])=[O:25].